Dataset: Forward reaction prediction with 1.9M reactions from USPTO patents (1976-2016). Task: Predict the product of the given reaction. Given the reactants CC(C)([O-])C.[Na+].Cl.Cl.[NH2:9][C:10]1[CH:11]=[N:12][N:13]([CH2:15][C:16]([OH:18])=[O:17])[CH:14]=1.Cl[C:20]1[CH:25]=[C:24]([NH:26][C:27]2[CH:28]=[CH:29][CH:30]=[C:31]3[C:36]=2[C:35](=[O:37])[N:34]([CH3:38])[CH2:33][CH2:32]3)[C:23]([Cl:39])=[CH:22][N:21]=1.CC1(C)C2C=CC=C(P(C3C=CC=CC=3)C3C=CC=CC=3)C=2OC2C1=CC=CC=2P(C1C=CC=CC=1)C1C=CC=CC=1, predict the reaction product. The product is: [Cl:39][C:23]1[C:24]([NH:26][C:27]2[CH:28]=[CH:29][CH:30]=[C:31]3[C:36]=2[C:35](=[O:37])[N:34]([CH3:38])[CH2:33][CH2:32]3)=[CH:25][C:20]([NH:9][C:10]2[CH:11]=[N:12][N:13]([CH2:15][C:16]([OH:18])=[O:17])[CH:14]=2)=[N:21][CH:22]=1.